From a dataset of Full USPTO retrosynthesis dataset with 1.9M reactions from patents (1976-2016). Predict the reactants needed to synthesize the given product. (1) Given the product [I:49][CH2:23][C:21]1[N:22]=[C:18]([CH2:17][O:16][C:13]2[CH:14]=[CH:15][C:10]([C:3]3[CH:4]=[C:5]([F:9])[C:6]([F:8])=[CH:7][C:2]=3[F:1])=[CH:11][CH:12]=2)[S:19][CH:20]=1, predict the reactants needed to synthesize it. The reactants are: [F:1][C:2]1[CH:7]=[C:6]([F:8])[C:5]([F:9])=[CH:4][C:3]=1[C:10]1[CH:15]=[CH:14][C:13]([O:16][CH2:17][C:18]2[S:19][CH:20]=[C:21]([CH2:23]O)[N:22]=2)=[CH:12][CH:11]=1.C1(P(C2C=CC=CC=2)C2C=CC=CC=2)C=CC=CC=1.N1C=CN=C1.[I:49]I. (2) Given the product [C:26]([C:22]1[CH:21]=[C:20]([CH:25]=[CH:24][CH:23]=1)[CH2:19][NH:18][C@H:15]1[CH2:14][S:13](=[O:31])(=[O:30])[CH2:12][C@@H:11]([CH2:10][C:8]2[CH:7]=[CH:6][C:5]([N+:32]([O-:34])=[O:33])=[C:4]([CH:9]=2)[C:3]([OH:35])=[O:2])[C@@H:16]1[OH:17])([CH3:29])([CH3:27])[CH3:28], predict the reactants needed to synthesize it. The reactants are: C[O:2][C:3](=[O:35])[C:4]1[CH:9]=[C:8]([CH2:10][C@H:11]2[C@H:16]([OH:17])[C@@H:15]([NH:18][CH2:19][C:20]3[CH:25]=[CH:24][CH:23]=[C:22]([C:26]([CH3:29])([CH3:28])[CH3:27])[CH:21]=3)[CH2:14][S:13](=[O:31])(=[O:30])[CH2:12]2)[CH:7]=[CH:6][C:5]=1[N+:32]([O-:34])=[O:33].BrCC1C=CC([N+]([O-])=O)=C(C=1)C(OC)=O.[OH-].[Na+]. (3) Given the product [CH:13]1([C:19]2[CH:20]=[CH:21][C:22]([CH:25]([CH:29]([CH3:31])[CH3:30])[C:26]([NH:2][NH:1][C:3]3[CH:12]=[CH:11][CH:10]=[C:9]4[C:4]=3[CH:5]=[CH:6][CH:7]=[N:8]4)=[O:27])=[CH:23][CH:24]=2)[CH2:14][CH2:15][CH2:16][CH2:17][CH2:18]1, predict the reactants needed to synthesize it. The reactants are: [NH:1]([C:3]1[CH:12]=[CH:11][CH:10]=[C:9]2[C:4]=1[CH:5]=[CH:6][CH:7]=[N:8]2)[NH2:2].[CH:13]1([C:19]2[CH:24]=[CH:23][C:22]([CH:25]([CH:29]([CH3:31])[CH3:30])[C:26](O)=[O:27])=[CH:21][CH:20]=2)[CH2:18][CH2:17][CH2:16][CH2:15][CH2:14]1. (4) Given the product [CH:1]1([C:4]([N:6]2[CH2:7][CH2:8][CH:9]([C:12]([OH:14])=[O:13])[CH2:10][CH2:11]2)=[O:5])[CH2:2][CH2:3]1, predict the reactants needed to synthesize it. The reactants are: [CH:1]1([C:4]([N:6]2[CH2:11][CH2:10][CH:9]([C:12]([O:14]CC)=[O:13])[CH2:8][CH2:7]2)=[O:5])[CH2:3][CH2:2]1.[OH-].[Na+]. (5) Given the product [C:1]([C:5]1[N:6]=[C:7]([N:22]2[CH2:23][CH2:24][C@H:51]([OH:50])[C@@H:27]2[CH2:26][OH:25])[C:8]2[N:13]=[N:12][N:11]([CH2:14][C:15]3[CH:20]=[CH:19][CH:18]=[CH:17][C:16]=3[Cl:21])[C:9]=2[N:10]=1)([CH3:2])([CH3:3])[CH3:4], predict the reactants needed to synthesize it. The reactants are: [C:1]([C:5]1[N:6]=[C:7]([N:22]2[CH2:27][CH2:26][O:25][CH2:24][CH2:23]2)[C:8]2[N:13]=[N:12][N:11]([CH2:14][C:15]3[CH:20]=[CH:19][CH:18]=[CH:17][C:16]=3[Cl:21])[C:9]=2[N:10]=1)([CH3:4])([CH3:3])[CH3:2].C(C1N=C(Cl)C2N=NN(CC3C=CC=CC=3Cl)C=2N=1)(C)(C)C.[OH:50][CH2:51][C@H]1[C@@H](O)CCN1. (6) Given the product [CH2:1]([O:3][C:4](=[O:33])[CH:5]([O:31][CH3:32])[CH2:6][C:7]1[CH:8]=[CH:9][C:10]([C:13](=[O:35])[CH2:14][CH2:15][CH2:16][O:17][C:18]2[CH:19]=[CH:20][C:21]([O:24][C:25]3[CH:30]=[CH:29][CH:28]=[CH:27][CH:26]=3)=[CH:22][CH:23]=2)=[CH:11][CH:12]=1)[CH3:2], predict the reactants needed to synthesize it. The reactants are: [CH2:1]([O:3][C:4](=[O:33])[C@@H:5]([O:31][CH3:32])[CH2:6][C:7]1[CH:12]=[CH:11][C:10]([C:13]#[C:14][CH2:15][CH2:16][O:17][C:18]2[CH:23]=[CH:22][C:21]([O:24][C:25]3[CH:30]=[CH:29][CH:28]=[CH:27][CH:26]=3)=[CH:20][CH:19]=2)=[CH:9][CH:8]=1)[CH3:2].C[OH:35].